This data is from Retrosynthesis with 50K atom-mapped reactions and 10 reaction types from USPTO. The task is: Predict the reactants needed to synthesize the given product. (1) Given the product CC(=O)N(c1ccccc1)C1(c2nc(C)cs2)CCN(C(C)(C)c2ccccc2)CC1, predict the reactants needed to synthesize it. The reactants are: CC(=O)Cl.Cc1csc(C2(Nc3ccccc3)CCN(C(C)(C)c3ccccc3)CC2)n1. (2) Given the product CCOC(=O)c1[nH]c2cc(OC)c(OC)cc2c1-c1ccc(OC)c(OC)c1, predict the reactants needed to synthesize it. The reactants are: CCI.COc1ccc(-c2c(C(=O)O)[nH]c3cc(OC)c(OC)cc23)cc1OC. (3) Given the product CSc1ncc(-c2cccc3c(N)nn(C)c23)c([C@H](Cc2cc(F)cc(F)c2)NC(=O)Cn2nc(C(F)F)c3c2C(F)(F)CCC3(F)F)n1, predict the reactants needed to synthesize it. The reactants are: CSc1ncc(-c2cccc3c(N)nn(C)c23)c([C@@H](N)Cc2cc(F)cc(F)c2)n1.O=C(O)Cn1nc(C(F)F)c2c1C(F)(F)CCC2(F)F. (4) Given the product COc1cc(C(=O)O)c(F)cc1[N+](=O)[O-], predict the reactants needed to synthesize it. The reactants are: O=C(O)c1cc(F)c([N+](=O)[O-])cc1F.O=C([O-])[O-]. (5) Given the product CN1CCC(NC(=O)c2cccc(C3Nc4c(cccc4C(=O)O)CC3(C)C)c2)C1, predict the reactants needed to synthesize it. The reactants are: COC(=O)c1cccc2c1NC(c1cccc(C(=O)NC3CCN(C)C3)c1)C(C)(C)C2. (6) Given the product C=C[C@H](OCc1ccccc1)C(C)(C)COS(=O)(=O)CCCN1C(=O)c2ccccc2C1=O, predict the reactants needed to synthesize it. The reactants are: C=C[C@H](OCc1ccccc1)C(C)(C)CO.O=C1c2ccccc2C(=O)N1CCCS(=O)(=O)Cl. (7) Given the product Nc1ccc(-c2c3ccc(n3)c(-c3cccnc3)c3ccc([nH]3)c(-c3cccnc3)c3ccc(n3)c(-c3cccnc3)c3ccc2[nH]3)cc1, predict the reactants needed to synthesize it. The reactants are: CC(=O)Nc1ccc(-c2c3ccc(n3)c(-c3cccnc3)c3ccc([nH]3)c(-c3cccnc3)c3ccc(n3)c(-c3cccnc3)c3ccc2[nH]3)cc1.